Dataset: Aqueous solubility values for 9,982 compounds from the AqSolDB database. Task: Regression/Classification. Given a drug SMILES string, predict its absorption, distribution, metabolism, or excretion properties. Task type varies by dataset: regression for continuous measurements (e.g., permeability, clearance, half-life) or binary classification for categorical outcomes (e.g., BBB penetration, CYP inhibition). For this dataset (solubility_aqsoldb), we predict Y. (1) The molecule is CCCSCCC. The Y is -2.58 log mol/L. (2) The Y is -2.52 log mol/L. The molecule is CC12CCC(C(=NO)C1=NO)C2(C)C. (3) The drug is C1CCCCCCC1. The Y is -4.15 log mol/L. (4) The molecule is O=C(O)/C=C/C=C/c1ccccc1. The Y is -3.64 log mol/L.